This data is from Forward reaction prediction with 1.9M reactions from USPTO patents (1976-2016). The task is: Predict the product of the given reaction. (1) Given the reactants Cl[C:2]1[N:3]([C:13]2[CH:18]=[CH:17][CH:16]=[C:15]([CH:19]=[O:20])[CH:14]=2)[C:4]2[C:9]([C:10]=1[CH:11]=[O:12])=[CH:8][CH:7]=[CH:6][CH:5]=2.[NH:21]1[CH2:26][CH2:25][NH:24][CH2:23][CH2:22]1, predict the reaction product. The product is: [CH:19]([C:15]1[CH:14]=[C:13]([N:3]2[C:4]3[C:9](=[CH:8][CH:7]=[CH:6][CH:5]=3)[C:10]([CH:11]=[O:12])=[C:2]2[CH:22]2[CH2:23][NH:24][CH2:25][CH2:26][NH:21]2)[CH:18]=[CH:17][CH:16]=1)=[O:20]. (2) Given the reactants [F:1][C:2]1[CH:3]=[CH:4][C:5]([N:8]([CH2:32][CH2:33][CH3:34])[C:9]2[C:17]3[O:16][CH2:15][C@@H:14]([NH:18][C:19]4[CH:31]=[CH:30][C:22]5[C@H:23]([CH2:26][C:27]([OH:29])=[O:28])[CH2:24][O:25][C:21]=5[CH:20]=4)[C:13]=3[CH:12]=[CH:11][CH:10]=2)=[N:6][CH:7]=1.[OH-].[Na+:36].C(#N)C, predict the reaction product. The product is: [F:1][C:2]1[CH:3]=[CH:4][C:5]([N:8]([CH2:32][CH2:33][CH3:34])[C:9]2[C:17]3[O:16][CH2:15][C@@H:14]([NH:18][C:19]4[CH:31]=[CH:30][C:22]5[C@H:23]([CH2:26][C:27]([O-:29])=[O:28])[CH2:24][O:25][C:21]=5[CH:20]=4)[C:13]=3[CH:12]=[CH:11][CH:10]=2)=[N:6][CH:7]=1.[Na+:36]. (3) Given the reactants CN(C(ON1N=NC2C=CC=NC1=2)=[N+](C)C)C.F[P-](F)(F)(F)(F)F.CCN(C(C)C)C(C)C.[C:34]([O:38][C:39]([NH:41][CH2:42][C:43]1[CH:44]=[CH:45][CH:46]=[C:47]2[C:51]=1[N:50]([CH2:52][C:53]([OH:55])=O)[CH:49]=[CH:48]2)=[O:40])([CH3:37])([CH3:36])[CH3:35].[N:56]1[CH:61]=[CH:60][C:59]([N:62]2[CH2:67][CH2:66][C:65]3([CH2:72][CH2:71][NH:70][CH2:69][CH2:68]3)[CH2:64][CH2:63]2)=[CH:58][CH:57]=1, predict the reaction product. The product is: [O:55]=[C:53]([N:70]1[CH2:69][CH2:68][C:65]2([CH2:66][CH2:67][N:62]([C:59]3[CH:60]=[CH:61][N:56]=[CH:57][CH:58]=3)[CH2:63][CH2:64]2)[CH2:72][CH2:71]1)[CH2:52][N:50]1[C:51]2[C:47](=[CH:46][CH:45]=[CH:44][C:43]=2[CH2:42][NH:41][C:39](=[O:40])[O:38][C:34]([CH3:36])([CH3:37])[CH3:35])[CH:48]=[CH:49]1. (4) Given the reactants [N:1]1[C:10]2[C:5](=[CH:6][CH:7]=[CH:8][CH:9]=2)[N:4]=[CH:3][C:2]=1[CH:11]=O.[C:13]([O:17][C:18]([N:20]1[CH2:24][CH2:23][CH2:22][C@H:21]1[CH2:25][NH2:26])=[O:19])([CH3:16])([CH3:15])[CH3:14].C(O[BH-](OC(=O)C)OC(=O)C)(=O)C.[Na+].C(N(CC)CC)C.[CH3:48][O:49][C:50]1[C:55]2[O:56][C:57]([CH3:60])([CH3:59])[O:58][C:54]=2[CH:53]=[C:52]([C:61](Cl)=[O:62])[CH:51]=1, predict the reaction product. The product is: [C:13]([O:17][C:18]([N:20]1[CH2:24][CH2:23][CH2:22][C@H:21]1[CH2:25][N:26]([C:61]([C:52]1[CH:51]=[C:50]([O:49][CH3:48])[C:55]2[O:56][C:57]([CH3:60])([CH3:59])[O:58][C:54]=2[CH:53]=1)=[O:62])[CH2:11][C:2]1[CH:3]=[N:4][C:5]2[C:10](=[CH:9][CH:8]=[CH:7][CH:6]=2)[N:1]=1)=[O:19])([CH3:16])([CH3:15])[CH3:14]. (5) Given the reactants C[Si]([N-][Si](C)(C)C)(C)C.[K+].[CH3:11][O:12][C:13]1[CH:26]=[CH:25][C:16]([CH2:17][O:18][CH:19]2[CH2:22][CH:21]([C:23]#[N:24])[CH2:20]2)=[CH:15][CH:14]=1.[CH:27]1([CH2:30]Br)[CH2:29][CH2:28]1, predict the reaction product. The product is: [CH:27]1([CH2:30][C:21]2([C:23]#[N:24])[CH2:20][CH:19]([O:18][CH2:17][C:16]3[CH:25]=[CH:26][C:13]([O:12][CH3:11])=[CH:14][CH:15]=3)[CH2:22]2)[CH2:29][CH2:28]1. (6) The product is: [OH:1][C:2]1([C:21]([O:28][CH2:26][CH3:27])=[O:24])[CH2:7][CH2:6][N:5]([CH2:8][C:9]2[CH:14]=[CH:13][C:12]([C:15]3[N:16]=[N:17][N:18]([CH3:20])[N:19]=3)=[CH:11][CH:10]=2)[CH2:4][CH2:3]1. Given the reactants [OH:1][C:2]1([C:21]#N)[CH2:7][CH2:6][N:5]([CH2:8][C:9]2[CH:14]=[CH:13][C:12]([C:15]3[N:16]=[N:17][N:18]([CH3:20])[N:19]=3)=[CH:11][CH:10]=2)[CH2:4][CH2:3]1.Cl.[OH-:24].[Na+].[CH2:26]([OH:28])[CH3:27], predict the reaction product. (7) Given the reactants CS(O[CH:6]([CH2:14][F:15])[CH2:7][C:8]1[CH:13]=[CH:12][CH:11]=[CH:10][CH:9]=1)(=O)=O.[N-:16]=[N+:17]=[N-:18].[Na+], predict the reaction product. The product is: [N:16]([CH:6]([CH2:14][F:15])[CH2:7][C:8]1[CH:13]=[CH:12][CH:11]=[CH:10][CH:9]=1)=[N+:17]=[N-:18].